Predict the reaction yield, written as a fraction of the theoretical maximum amount of product (1.0 means a 100% yield; for example, 0.34 means a 34% yield). From a dataset of Reaction yield outcomes from USPTO patents with 853,638 reactions. The reactants are Cl.[CH2:2]([N:9]1[CH2:14][CH2:13][C@@H:12]([CH:15]2[CH2:17][CH2:16]2)[C@H:11]([NH:18]P(=O)(OCC)OCC)[CH2:10]1)[C:3]1[CH:8]=[CH:7][CH:6]=[CH:5][CH:4]=1.[CH3:27][C:28]([O:31][C:32](O[C:32]([O:31][C:28]([CH3:30])([CH3:29])[CH3:27])=[O:33])=[O:33])([CH3:30])[CH3:29].C(OCC)(=O)C. The catalyst is O1CCOCC1.C1COCC1.[OH-].[Na+]. The product is [CH2:2]([N:9]1[CH2:14][CH2:13][C@@H:12]([CH:15]2[CH2:16][CH2:17]2)[C@H:11]([NH:18][C:32](=[O:33])[O:31][C:28]([CH3:30])([CH3:29])[CH3:27])[CH2:10]1)[C:3]1[CH:4]=[CH:5][CH:6]=[CH:7][CH:8]=1. The yield is 0.810.